From a dataset of Full USPTO retrosynthesis dataset with 1.9M reactions from patents (1976-2016). Predict the reactants needed to synthesize the given product. (1) Given the product [Cl:1][C:2]1[CH:7]=[C:6]([C:8]([F:11])([F:9])[F:10])[CH:5]=[C:4]([F:12])[C:3]=1[O:13][C:14]1[CH:18]=[C:17]([CH3:19])[NH:16][N:15]=1, predict the reactants needed to synthesize it. The reactants are: [Cl:1][C:2]1[CH:7]=[C:6]([C:8]([F:11])([F:10])[F:9])[CH:5]=[C:4]([F:12])[C:3]=1[O:13][C:14]1[CH:18]=[C:17]([CH3:19])[N:16](C(OC(C)(C)C)=O)[N:15]=1. (2) The reactants are: O[NH:2][C:3]([C:5]1[CH:26]=[CH:25][C:8]([CH2:9][NH:10][C:11](=[O:24])[CH:12]([C:15]2[CH:20]=[CH:19][C:18]([O:21][CH3:22])=[CH:17][C:16]=2[OH:23])[O:13][CH3:14])=[CH:7][CH:6]=1)=[NH:4]. Given the product [C:3]([C:5]1[CH:6]=[CH:7][C:8]([CH2:9][NH:10][C:11](=[O:24])[CH:12]([C:15]2[CH:20]=[CH:19][C:18]([O:21][CH3:22])=[CH:17][C:16]=2[OH:23])[O:13][CH3:14])=[CH:25][CH:26]=1)(=[NH:2])[NH2:4], predict the reactants needed to synthesize it. (3) Given the product [C:11]([O:15][C:16](=[O:17])[NH:18][CH:19]1[CH2:23][CH2:22][N:21]([C:6]2[C:7]([CH:8]=[O:9])=[C:2]([NH2:1])[N:3]=[CH:4][N:5]=2)[CH2:20]1)([CH3:14])([CH3:12])[CH3:13], predict the reactants needed to synthesize it. The reactants are: [NH2:1][C:2]1[C:7]([CH:8]=[O:9])=[C:6](Cl)[N:5]=[CH:4][N:3]=1.[C:11]([O:15][C:16]([NH:18][CH:19]1[CH2:23][CH2:22][NH:21][CH2:20]1)=[O:17])([CH3:14])([CH3:13])[CH3:12].CCN(C(C)C)C(C)C. (4) The reactants are: Cl.Cl[CH2:3][C:4]1[C:9]([F:10])=[CH:8][CH:7]=[CH:6][N:5]=1.BrCC1CCCCO1.[NH:19]1[C:27]2[C:22](=[CH:23][CH:24]=[CH:25][CH:26]=2)[C:21]2([C:39]3[C:30](=[CH:31][C:32]4[O:37][CH2:36][CH2:35][O:34][C:33]=4[CH:38]=3)[O:29][CH2:28]2)[C:20]1=[O:40]. Given the product [F:10][C:9]1[C:4]([CH2:3][N:19]2[C:27]3[C:22](=[CH:23][CH:24]=[CH:25][CH:26]=3)[C:21]3([C:39]4[C:30](=[CH:31][C:32]5[O:37][CH2:36][CH2:35][O:34][C:33]=5[CH:38]=4)[O:29][CH2:28]3)[C:20]2=[O:40])=[N:5][CH:6]=[CH:7][CH:8]=1, predict the reactants needed to synthesize it. (5) Given the product [CH3:1][CH2:2][N:3]([C:21]([CH3:23])=[O:22])[C:4]1[CH:5]=[CH:6][CH:7]=[C:8]([C:10]2[N:15]3[N:16]=[CH:17][C:18]([C:19]#[N:20])=[C:14]3[N:13]=[CH:12][CH:11]=2)[CH:9]=1.[C:25]([C:8]1[CH:9]=[C:4]([NH:3][C:21](=[O:22])[CH3:23])[CH:5]=[CH:6][CH:7]=1)(=[O:27])[CH3:26], predict the reactants needed to synthesize it. The reactants are: [CH3:1][CH2:2][N:3]([C:21]([CH3:23])=[O:22])[C:4]1[CH:5]=[CH:6][CH:7]=[C:8]([C:10]2[N:15]3[N:16]=[CH:17][C:18]([C:19]#[N:20])=[C:14]3[N:13]=[CH:12][CH:11]=2)[CH:9]=1.C.[CH2:25]([OH:27])[CH3:26]. (6) Given the product [Cl:1][C:2]1[C:7]([CH2:8][CH:9]=[O:10])=[CH:6][CH:5]=[C:4]([Cl:13])[N:3]=1, predict the reactants needed to synthesize it. The reactants are: [Cl:1][C:2]1[C:7](/[CH:8]=[CH:9]/[O:10]CC)=[CH:6][CH:5]=[C:4]([Cl:13])[N:3]=1.[Na+].[I-].C[Si](Cl)(C)C.C([O-])(O)=O.[Na+].